This data is from NCI-60 drug combinations with 297,098 pairs across 59 cell lines. The task is: Regression. Given two drug SMILES strings and cell line genomic features, predict the synergy score measuring deviation from expected non-interaction effect. (1) Drug 1: CNC(=O)C1=CC=CC=C1SC2=CC3=C(C=C2)C(=NN3)C=CC4=CC=CC=N4. Drug 2: CN(C(=O)NC(C=O)C(C(C(CO)O)O)O)N=O. Cell line: A549. Synergy scores: CSS=-2.43, Synergy_ZIP=-3.37, Synergy_Bliss=-8.77, Synergy_Loewe=-8.40, Synergy_HSA=-8.37. (2) Drug 1: C1CC(=O)NC(=O)C1N2C(=O)C3=CC=CC=C3C2=O. Drug 2: CC1=C(C(=O)C2=C(C1=O)N3CC4C(C3(C2COC(=O)N)OC)N4)N. Cell line: MCF7. Synergy scores: CSS=12.3, Synergy_ZIP=11.2, Synergy_Bliss=16.5, Synergy_Loewe=16.5, Synergy_HSA=16.2. (3) Cell line: SK-MEL-28. Synergy scores: CSS=18.1, Synergy_ZIP=-2.65, Synergy_Bliss=-2.25, Synergy_Loewe=-7.50, Synergy_HSA=-0.669. Drug 2: CCN(CC)CCCC(C)NC1=C2C=C(C=CC2=NC3=C1C=CC(=C3)Cl)OC. Drug 1: CC1=C2C(C(=O)C3(C(CC4C(C3C(C(C2(C)C)(CC1OC(=O)C(C(C5=CC=CC=C5)NC(=O)OC(C)(C)C)O)O)OC(=O)C6=CC=CC=C6)(CO4)OC(=O)C)O)C)O. (4) Drug 1: CC1=C(C(=O)C2=C(C1=O)N3CC4C(C3(C2COC(=O)N)OC)N4)N. Drug 2: C1CCC(C(C1)N)N.C(=O)(C(=O)[O-])[O-].[Pt+4]. Cell line: ACHN. Synergy scores: CSS=13.1, Synergy_ZIP=-11.5, Synergy_Bliss=-16.3, Synergy_Loewe=-17.7, Synergy_HSA=-15.3. (5) Drug 1: C#CCC(CC1=CN=C2C(=N1)C(=NC(=N2)N)N)C3=CC=C(C=C3)C(=O)NC(CCC(=O)O)C(=O)O. Drug 2: CC(C)NC(=O)C1=CC=C(C=C1)CNNC.Cl. Cell line: MALME-3M. Synergy scores: CSS=-2.67, Synergy_ZIP=1.43, Synergy_Bliss=1.00, Synergy_Loewe=-0.923, Synergy_HSA=-1.83. (6) Drug 1: C1CCC(C1)C(CC#N)N2C=C(C=N2)C3=C4C=CNC4=NC=N3. Drug 2: C1=NC2=C(N=C(N=C2N1C3C(C(C(O3)CO)O)O)F)N. Cell line: ACHN. Synergy scores: CSS=10.9, Synergy_ZIP=-2.45, Synergy_Bliss=1.72, Synergy_Loewe=-0.523, Synergy_HSA=0.295.